Dataset: Catalyst prediction with 721,799 reactions and 888 catalyst types from USPTO. Task: Predict which catalyst facilitates the given reaction. Reactant: [C:1]([O:5][C:6]([NH:8][C@H:9]1[CH2:14][N:13]([C:15]2[CH:20]=[C:19]([CH3:21])[CH:18]=[C:17]([NH:22][C:23]3[NH:27][N:26]=[CH:25][CH:24]=3)[N:16]=2)[CH2:12][C@@H:11]([C:28]([O:30]C)=[O:29])[CH2:10]1)=[O:7])([CH3:4])([CH3:3])[CH3:2].[OH-].[Na+].[NH4+].[Cl-]. Product: [C:1]([O:5][C:6]([NH:8][C@H:9]1[CH2:14][N:13]([C:15]2[CH:20]=[C:19]([CH3:21])[CH:18]=[C:17]([NH:22][C:23]3[NH:27][N:26]=[CH:25][CH:24]=3)[N:16]=2)[CH2:12][C@@H:11]([C:28]([OH:30])=[O:29])[CH2:10]1)=[O:7])([CH3:4])([CH3:2])[CH3:3]. The catalyst class is: 5.